Dataset: CYP2C19 inhibition data for predicting drug metabolism from PubChem BioAssay. Task: Regression/Classification. Given a drug SMILES string, predict its absorption, distribution, metabolism, or excretion properties. Task type varies by dataset: regression for continuous measurements (e.g., permeability, clearance, half-life) or binary classification for categorical outcomes (e.g., BBB penetration, CYP inhibition). Dataset: cyp2c19_veith. The compound is Cc1ccc(-c2[nH]n3c(=O)c4c(nc3c2C)CCCC4)cc1. The result is 1 (inhibitor).